This data is from Reaction yield outcomes from USPTO patents with 853,638 reactions. The task is: Predict the reaction yield, written as a fraction of the theoretical maximum amount of product (1.0 means a 100% yield; for example, 0.34 means a 34% yield). (1) The reactants are C1([NH:7][C:8]([C:10]2[C:11](=[O:23])[N:12]([CH3:22])[C:13]3[C:18]([C:19]=2[Cl:20])=[CH:17][C:16](O)=[CH:15][CH:14]=3)=O)CCCCC1.P(Cl)(Cl)([Cl:26])=O. No catalyst specified. The product is [Cl:20][C:19]1[C:18]2[C:13](=[CH:14][CH:15]=[C:16]([Cl:26])[CH:17]=2)[N:12]([CH3:22])[C:11](=[O:23])[C:10]=1[C:8]#[N:7]. The yield is 0.480. (2) The reactants are [CH3:1][O:2][C:3]1[CH:8]=[CH:7][C:6]([C:9]([F:12])([F:11])[F:10])=[CH:5][C:4]=1[N:13]=[C:14]=[O:15].[NH2:16][C:17]1[CH:34]=[CH:33][C:20]([O:21][C:22]2[CH:23]=[C:24]3[C:28](=[CH:29][CH:30]=2)[C:27](=[O:31])[NH:26][C:25]3=[O:32])=[CH:19][CH:18]=1.CO. The catalyst is C(Cl)Cl. The product is [CH3:1][O:2][C:3]1[CH:8]=[CH:7][C:6]([C:9]([F:12])([F:11])[F:10])=[CH:5][C:4]=1[NH:13][C:14]([NH:16][C:17]1[CH:18]=[CH:19][C:20]([O:21][C:22]2[CH:23]=[C:24]3[C:28](=[CH:29][CH:30]=2)[C:27](=[O:31])[NH:26][C:25]3=[O:32])=[CH:33][CH:34]=1)=[O:15]. The yield is 0.960. (3) The reactants are B(F)(F)F.CCOCC.[CH2:10]([O:17][C@H:18]1[C@@H:23]([N:24]=[N+:25]=[N-:26])[C@@H:22]([CH2:27][O:28][CH2:29][C:30]2[CH:35]=[CH:34][CH:33]=[CH:32][CH:31]=2)[O:21][CH:20]=[CH:19]1)[C:11]1[CH:16]=[CH:15][CH:14]=[CH:13][CH:12]=1.[C:36]([OH:39])(=[O:38])[CH3:37].[C:40]([OH:43])(=[O:42])[CH3:41].IC1C=CC=CC=1.C(N(CC)CC)C. The catalyst is ClCCl. The product is [C:36]([O:39][C@@H:19]1[C@@H:18]([O:17][CH2:10][C:11]2[CH:12]=[CH:13][CH:14]=[CH:15][CH:16]=2)[C@@H:23]([N:24]=[N+:25]=[N-:26])[C@@H:22]([CH2:27][O:28][CH2:29][C:30]2[CH:35]=[CH:34][CH:33]=[CH:32][CH:31]=2)[O:21][C@H:20]1[O:43][C:40](=[O:42])[CH3:41])(=[O:38])[CH3:37]. The yield is 0.850. (4) The reactants are [NH2:1][CH:2]([C:8]1[C:13]([Cl:14])=[CH:12][C:11]([Br:15])=[CH:10][N:9]=1)C(OCC)=O. The catalyst is Cl. The product is [ClH:14].[Br:15][C:11]1[CH:12]=[C:13]([Cl:14])[C:8]([CH2:2][NH2:1])=[N:9][CH:10]=1. The yield is 0.650. (5) The reactants are [N:1]12[CH2:8][CH2:7][CH:4]([CH2:5][CH2:6]1)[C@@H:3]([NH:9][C:10]([C:12]1[S:16][C:15]([N:17](C)[C:18](=O)OC(C)(C)C)=[N:14][CH:13]=1)=[O:11])[CH2:2]2.[ClH:26].O1CCOCC1. The catalyst is CO. The product is [ClH:26].[N:1]12[CH2:6][CH2:5][CH:4]([CH2:7][CH2:8]1)[C@@H:3]([NH:9][C:10]([C:12]1[S:16][C:15]([NH:17][CH3:18])=[N:14][CH:13]=1)=[O:11])[CH2:2]2. The yield is 0.630. (6) The reactants are [CH2:1]([O:3][C:4](=[O:32])[CH:5]([C:10]1[CH:11]=[C:12]([C:22]2[CH:27]=[CH:26][C:25]([C:28]([F:31])([F:30])[F:29])=[CH:24][CH:23]=2)[CH:13]=[C:14]([CH:16]2[CH2:21][CH2:20][CH2:19][NH:18][CH2:17]2)[CH:15]=1)[CH2:6][CH:7]([CH3:9])[CH3:8])[CH3:2].Br[CH2:34][C:35]1[CH:40]=[CH:39][C:38]([O:41][CH3:42])=[C:37]([C:43]([F:46])([F:45])[F:44])[CH:36]=1.C(N(C(C)C)CC)(C)C. The catalyst is CC#N.CCOC(C)=O. The product is [CH2:1]([O:3][C:4](=[O:32])[CH:5]([C:10]1[CH:11]=[C:12]([C:22]2[CH:23]=[CH:24][C:25]([C:28]([F:29])([F:30])[F:31])=[CH:26][CH:27]=2)[CH:13]=[C:14]([CH:16]2[CH2:21][CH2:20][CH2:19][N:18]([CH2:34][C:35]3[CH:40]=[CH:39][C:38]([O:41][CH3:42])=[C:37]([C:43]([F:44])([F:45])[F:46])[CH:36]=3)[CH2:17]2)[CH:15]=1)[CH2:6][CH:7]([CH3:9])[CH3:8])[CH3:2]. The yield is 0.770.